Dataset: Full USPTO retrosynthesis dataset with 1.9M reactions from patents (1976-2016). Task: Predict the reactants needed to synthesize the given product. (1) Given the product [F:1][C:2]([F:12])([F:13])[C:3]1[CH:4]=[C:5]([C:9]2([C:10]#[N:11])[CH2:21][CH2:20][O:19][CH2:18][CH2:17]2)[CH:6]=[CH:7][CH:8]=1, predict the reactants needed to synthesize it. The reactants are: [F:1][C:2]([F:13])([F:12])[C:3]1[CH:4]=[C:5]([CH2:9][C:10]#[N:11])[CH:6]=[CH:7][CH:8]=1.[H-].[Na+].Cl[CH2:17][CH2:18][O:19][CH2:20][CH2:21]Cl. (2) The reactants are: [I:1][C:2]1[CH:13]=[C:6]2[C:7]([O:9][C:10](=O)[NH:11][C:5]2=[CH:4][CH:3]=1)=[O:8]. Given the product [NH2:11][C:5]1[CH:4]=[CH:3][C:2]([I:1])=[CH:13][C:6]=1[C:7]([O:9][CH3:10])=[O:8], predict the reactants needed to synthesize it.